Dataset: Peptide-MHC class II binding affinity with 134,281 pairs from IEDB. Task: Regression. Given a peptide amino acid sequence and an MHC pseudo amino acid sequence, predict their binding affinity value. This is MHC class II binding data. (1) The peptide sequence is ELKESWGAIWRIDTP. The MHC is DRB1_1201 with pseudo-sequence DRB1_1201. The binding affinity (normalized) is 0.208. (2) The peptide sequence is AARVTAILSSLTVTQLLRRL. The MHC is DRB1_1501 with pseudo-sequence DRB1_1501. The binding affinity (normalized) is 1.00. (3) The peptide sequence is ATPEAKYDAYVATLS. The MHC is HLA-DQA10102-DQB10602 with pseudo-sequence HLA-DQA10102-DQB10602. The binding affinity (normalized) is 0.148. (4) The peptide sequence is IGPEAAEAAAAAPAA. The MHC is HLA-DPA10103-DPB10401 with pseudo-sequence HLA-DPA10103-DPB10401. The binding affinity (normalized) is 0.606. (5) The peptide sequence is SGTNNKTMAVCTNAK. The binding affinity (normalized) is 0. The MHC is HLA-DQA10102-DQB10502 with pseudo-sequence HLA-DQA10102-DQB10502. (6) The peptide sequence is YVGHDEFDAFVAYHI. The binding affinity (normalized) is 0.728. The MHC is DRB1_0101 with pseudo-sequence DRB1_0101.